From a dataset of Forward reaction prediction with 1.9M reactions from USPTO patents (1976-2016). Predict the product of the given reaction. (1) The product is: [Cl:1][C:2]1[C:10]([Cl:11])=[CH:9][CH:8]=[CH:7][C:3]=1[C:4]([NH:29][CH2:28][C:16]1([C:19]2[CH:20]=[N:21][C:22]([CH:25]3[CH2:26][CH2:27]3)=[CH:23][CH:24]=2)[CH2:17][CH2:18][C:13]([F:12])([F:30])[CH2:14][CH2:15]1)=[O:6]. Given the reactants [Cl:1][C:2]1[C:10]([Cl:11])=[CH:9][CH:8]=[CH:7][C:3]=1[C:4]([OH:6])=O.[F:12][C:13]1([F:30])[CH2:18][CH2:17][C:16]([CH2:28][NH2:29])([C:19]2[CH:20]=[N:21][C:22]([CH:25]3[CH2:27][CH2:26]3)=[CH:23][CH:24]=2)[CH2:15][CH2:14]1, predict the reaction product. (2) Given the reactants [H-].[Na+].[CH:3]1[CH:8]=[CH:7][C:6]([CH2:9][SH:10])=[CH:5][CH:4]=1.F[C:12]1[CH:17]=[CH:16][CH:15]=[C:14]([C:18]([F:21])([F:20])[F:19])[N:13]=1.CO, predict the reaction product. The product is: [CH2:9]([S:10][C:12]1[CH:17]=[CH:16][CH:15]=[C:14]([C:18]([F:21])([F:20])[F:19])[N:13]=1)[C:6]1[CH:7]=[CH:8][CH:3]=[CH:4][CH:5]=1. (3) Given the reactants [NH2:1][C:2]1[CH:7]=[CH:6][CH:5]=[CH:4][C:3]=1[CH2:8][CH3:9].[CH3:10][S:11](Cl)(=[O:13])=[O:12].[Cl-].[Cl-].[Cl-].[Al+3].[C:19](Cl)(=[O:21])[CH3:20].Cl, predict the reaction product. The product is: [C:19]([C:5]1[CH:6]=[CH:7][C:2]([NH:1][S:11]([CH3:10])(=[O:13])=[O:12])=[C:3]([CH2:8][CH3:9])[CH:4]=1)(=[O:21])[CH3:20]. (4) Given the reactants [Br:1][C:2]1[CH:3]=[C:4]([O:12]C)[C:5]([C:8]([F:11])([F:10])[F:9])=[N:6][CH:7]=1.O.O.O.O.C(C(C(C([O-])=O)O)O)([O-])=O.[Na+].[K+], predict the reaction product. The product is: [Br:1][C:2]1[CH:3]=[C:4]([OH:12])[C:5]([C:8]([F:9])([F:10])[F:11])=[N:6][CH:7]=1. (5) Given the reactants C(N1CCN([CH2:14][CH2:15][CH2:16][N:17]2[CH:21]([CH3:22])[CH2:20][CH2:19][C:18]2=[O:23])CC1)C1C=CC=CC=1.CC1NC(=O)CC1.[H-].[Na+].[Br:33]CCCBr, predict the reaction product. The product is: [Br:33][CH2:14][CH2:15][CH2:16][N:17]1[CH:21]([CH3:22])[CH2:20][CH2:19][C:18]1=[O:23].[CH2:16]([N:17]1[CH:21]([CH3:22])[CH2:20][CH2:19][C:18]1=[O:23])[CH:15]=[CH2:14].